This data is from Reaction yield outcomes from USPTO patents with 853,638 reactions. The task is: Predict the reaction yield, written as a fraction of the theoretical maximum amount of product (1.0 means a 100% yield; for example, 0.34 means a 34% yield). (1) The reactants are [Br:1][C:2]1[CH:7]=[CH:6][C:5]([N:8]2[CH2:13][CH2:12][NH:11][CH2:10][CH2:9]2)=[CH:4][C:3]=1[C:14]([F:17])([F:16])[F:15].[C:18](O[C:18]([O:20][C:21]([CH3:24])([CH3:23])[CH3:22])=[O:19])([O:20][C:21]([CH3:24])([CH3:23])[CH3:22])=[O:19]. The catalyst is ClCCl. The product is [Br:1][C:2]1[CH:7]=[CH:6][C:5]([N:8]2[CH2:13][CH2:12][N:11]([C:18]([O:20][C:21]([CH3:24])([CH3:23])[CH3:22])=[O:19])[CH2:10][CH2:9]2)=[CH:4][C:3]=1[C:14]([F:15])([F:17])[F:16]. The yield is 1.00. (2) The reactants are [NH2:1][N:2]1[C:7](=[O:8])[C:6]([C:9]2[NH:14][C:13]3[CH:15]=[CH:16][C:17]([O:19][CH2:20][C:21]4[CH:26]=[CH:25][CH:24]=[CH:23][CH:22]=4)=[CH:18][C:12]=3[S:11](=[O:28])(=[O:27])[N:10]=2)=[C:5]([OH:29])[C:4]2[S:30][CH:31]=[CH:32][C:3]1=2.[C:33]1(=O)[CH2:38][CH2:37][CH2:36][CH2:35][CH2:34]1. The catalyst is CN(C)C(=O)C. The product is [CH2:20]([O:19][C:17]1[CH:16]=[CH:15][C:13]2[NH:14][C:9]([C:6]3[C:7](=[O:8])[N:2]([N:1]=[C:33]4[CH2:38][CH2:37][CH2:36][CH2:35][CH2:34]4)[C:3]4[CH:32]=[CH:31][S:30][C:4]=4[C:5]=3[OH:29])=[N:10][S:11](=[O:28])(=[O:27])[C:12]=2[CH:18]=1)[C:21]1[CH:26]=[CH:25][CH:24]=[CH:23][CH:22]=1. The yield is 0.730. (3) The yield is 0.800. The reactants are I[C:2]1[S:6][C:5]([C:7]2[CH:8]=[C:9]3[C:13](=[CH:14][CH:15]=2)[C:12](=[O:16])[N:11]([CH3:17])[CH2:10]3)=[CH:4][CH:3]=1.[CH3:18][C:19]1[CH:24]=[CH:23][C:22]([N+:25]([O-:27])=[O:26])=[CH:21][C:20]=1B(O)O. The product is [CH3:17][N:11]1[CH2:10][C:9]2[C:13](=[CH:14][CH:15]=[C:7]([C:5]3[S:6][C:2]([C:24]4[CH:23]=[C:22]([N+:25]([O-:27])=[O:26])[CH:21]=[CH:20][C:19]=4[CH3:18])=[CH:3][CH:4]=3)[CH:8]=2)[C:12]1=[O:16]. The catalyst is C(Cl)Cl.CO. (4) The reactants are [Br:1][C:2]1[CH:3]=[CH:4][C:5]([OH:11])=[C:6]([C:8](=[O:10])[CH3:9])[CH:7]=1.[F:12][C:13]([F:24])([F:23])[O:14][C:15]1[CH:22]=[CH:21][C:18]([CH:19]=O)=[CH:17][CH:16]=1.[OH-].[Na+].Cl. The catalyst is CCO.O.C(OCC)C. The product is [Br:1][C:2]1[CH:3]=[CH:4][C:5]([OH:11])=[C:6]([C:8](=[O:10])/[CH:9]=[CH:19]/[C:18]2[CH:21]=[CH:22][C:15]([O:14][C:13]([F:12])([F:23])[F:24])=[CH:16][CH:17]=2)[CH:7]=1. The yield is 0.800. (5) The reactants are C([Li])(CC)C.[C:6]([Si:10]([O:13][CH2:14][C:15]1[CH:20]=[CH:19][C:18]([F:21])=[CH:17][CH:16]=1)([CH3:12])[CH3:11])([CH3:9])([CH3:8])[CH3:7].B(OC)(OC)[O:23]C.CC(O)=O.OO. The catalyst is C1COCC1.C(OCC)C. The product is [Si:10]([O:13][CH2:14][C:15]1[CH:20]=[CH:19][C:18]([F:21])=[C:17]([OH:23])[CH:16]=1)([C:6]([CH3:9])([CH3:7])[CH3:8])([CH3:12])[CH3:11]. The yield is 0.500.